From a dataset of Full USPTO retrosynthesis dataset with 1.9M reactions from patents (1976-2016). Predict the reactants needed to synthesize the given product. (1) Given the product [P:1]([O-:5])([O-:4])([O-:3])=[O:2].[Ca+2:12].[P:1]([O-:5])([O-:4])([O-:3])=[O:2].[Ca+2:12].[Ca+2:12], predict the reactants needed to synthesize it. The reactants are: [PH2:1]([OH:3])=[O:2].[OH2:4].[OH2:5].O.O.[N+]([O-])([O-])=O.[Ca+2:12].[N+]([O-])([O-])=O. (2) Given the product [ClH:9].[Cl:9][C:22]([C:16]1([C:10]2[CH:15]=[CH:14][CH:13]=[CH:12][CH:11]=2)[CH2:40][CH2:39][N:36]([CH3:34])[CH2:37][CH2:38]1)=[N:23][CH2:27][C:28]1[CH:33]=[CH:32][CH:31]=[CH:30][CH:29]=1, predict the reactants needed to synthesize it. The reactants are: C([Cl:9])(=O)C1C=CC=CC=1.[C:10]1([C:16]2([C:22]3[N:23]([CH2:27][C:28]4[CH:33]=[CH:32][CH:31]=[CH:30][CH:29]=4)C=CN=3)CCNCC2)[CH:15]=[CH:14][CH:13]=[CH:12][CH:11]=1.[CH2:34]([N:36]([CH2:39][CH3:40])[CH2:37][CH3:38])C.O.